From a dataset of CYP2C9 inhibition data for predicting drug metabolism from PubChem BioAssay. Regression/Classification. Given a drug SMILES string, predict its absorption, distribution, metabolism, or excretion properties. Task type varies by dataset: regression for continuous measurements (e.g., permeability, clearance, half-life) or binary classification for categorical outcomes (e.g., BBB penetration, CYP inhibition). Dataset: cyp2c9_veith. (1) The compound is Cc1cc(NC(=O)c2ccco2)ccc1-n1cnnn1. The result is 1 (inhibitor). (2) The molecule is Cc1c2c(nc3ccccc13)-c1cccc(=O)n1C2. The result is 0 (non-inhibitor). (3) The drug is COc1ccccc1C1CC(c2c(-c3ccccc3)c3cc(Cl)ccc3[nH]c2=O)=NN1S(C)(=O)=O. The result is 1 (inhibitor). (4) The compound is Cc1noc(C)c1-c1nc(N(C)Cc2ccco2)c2ccccc2n1. The result is 0 (non-inhibitor). (5) The compound is Brc1ccc(-c2nnc(-c3cccc(Br)c3)o2)cc1. The result is 0 (non-inhibitor). (6) The drug is CN1CCN(c2ccnc(-c3ccccc3C(F)(F)F)n2)CC1. The result is 0 (non-inhibitor).